Dataset: Forward reaction prediction with 1.9M reactions from USPTO patents (1976-2016). Task: Predict the product of the given reaction. (1) Given the reactants C1C2C(=CC=CC=2)[C@@H](N)[C@H]1O.B.O1CCCC1.[N:18]([CH2:21][C:22]([C:24]1[C:32]2[S:31][C:30](=[O:33])[NH:29][C:28]=2[C:27]([OH:34])=[CH:26][CH:25]=1)=[O:23])=[N+:19]=[N-:20], predict the reaction product. The product is: [N:18]([CH2:21][C@@H:22]([C:24]1[C:32]2[S:31][C:30](=[O:33])[NH:29][C:28]=2[C:27]([OH:34])=[CH:26][CH:25]=1)[OH:23])=[N+:19]=[N-:20]. (2) Given the reactants [CH2:1]([O:8][C:9]1[CH:14]=[CH:13][CH:12]=[CH:11][C:10]=1[C:15]1[O:16][C@@H:17]([CH3:23])[C@H:18]([C:20]([O-:22])=O)[N:19]=1)[C:2]1[CH:7]=[CH:6][CH:5]=[CH:4][CH:3]=1.[CH2:24]([NH3+:26])[CH3:25].C1C=CC2N(O)N=NC=2C=1.C1CCC(N=C=NC2CCCCC2)CC1, predict the reaction product. The product is: [CH2:1]([O:8][C:9]1[CH:14]=[CH:13][CH:12]=[CH:11][C:10]=1[C:15]1[O:16][C@@H:17]([CH3:23])[C@H:18]([C:20]([NH:26][CH2:24][CH3:25])=[O:22])[N:19]=1)[C:2]1[CH:3]=[CH:4][CH:5]=[CH:6][CH:7]=1. (3) Given the reactants Cl.[Cl:2][C:3]1[CH:8]=[CH:7][C:6]([C:9]2[CH:14]=[CH:13][C:12]([C:15]([N:17]3[CH2:22][CH2:21][NH:20][CH2:19][CH2:18]3)=[O:16])=[C:11]([F:23])[CH:10]=2)=[C:5]([F:24])[CH:4]=1.[OH:25][C:26]1([C:29](O)=[O:30])[CH2:28][CH2:27]1.CN(C(ON1N=NC2C=CC=CC1=2)=[N+](C)C)C.F[P-](F)(F)(F)(F)F.CCN(C(C)C)C(C)C, predict the reaction product. The product is: [Cl:2][C:3]1[CH:8]=[CH:7][C:6]([C:9]2[CH:14]=[CH:13][C:12]([C:15]([N:17]3[CH2:18][CH2:19][N:20]([C:29]([C:26]4([OH:25])[CH2:28][CH2:27]4)=[O:30])[CH2:21][CH2:22]3)=[O:16])=[C:11]([F:23])[CH:10]=2)=[C:5]([F:24])[CH:4]=1. (4) Given the reactants [OH:1][CH2:2][C:3]1[NH:7][CH:6]=[N:5][C:4]=1[C:8]([O:10][CH3:11])=[O:9], predict the reaction product. The product is: [CH:2]([C:3]1[NH:7][CH:6]=[N:5][C:4]=1[C:8]([O:10][CH3:11])=[O:9])=[O:1]. (5) Given the reactants [Cl:1][C:2]1[CH:3]=[C:4]([OH:8])[CH:5]=[N:6][CH:7]=1.O[CH2:10][C@H:11]1[CH2:15][CH2:14][CH2:13][N:12]1[C:16]([O:18][C:19]([CH3:22])([CH3:21])[CH3:20])=[O:17].C1(P(C2C=CC=CC=2)C2C=CC=CC=2)C=CC=CC=1.N(C(OC(C)(C)C)=O)=NC(OC(C)(C)C)=O, predict the reaction product. The product is: [Cl:1][C:2]1[CH:3]=[C:4]([O:8][CH2:10][C@H:11]2[CH2:15][CH2:14][CH2:13][N:12]2[C:16]([O:18][C:19]([CH3:20])([CH3:22])[CH3:21])=[O:17])[CH:5]=[N:6][CH:7]=1. (6) Given the reactants CO[C:3]([C:5]1([CH2:11][CH:12]=O)[CH2:10][CH2:9][CH2:8][CH2:7][CH2:6]1)=[O:4].[CH3:14][C@H:15]1[CH2:19][CH2:18][CH2:17][N:16]1[CH:20]1[CH2:24][CH2:23][C@H:22]([C:25]2[CH:30]=[CH:29][C:28]([NH2:31])=[CH:27][CH:26]=2)[CH2:21]1, predict the reaction product. The product is: [CH3:14][C@H:15]1[CH2:19][CH2:18][CH2:17][N:16]1[CH:20]1[CH2:24][CH2:23][C@H:22]([C:25]2[CH:30]=[CH:29][C:28]([N:31]3[CH2:12][CH2:11][C:5]4([CH2:10][CH2:9][CH2:8][CH2:7][CH2:6]4)[C:3]3=[O:4])=[CH:27][CH:26]=2)[CH2:21]1. (7) Given the reactants Br[C:2]1[CH:9]=[CH:8][CH:7]=[CH:6][C:3]=1[C:4]#[N:5].O.[NH2:11][C:12]1[CH:13]=[C:14](B(O)O)[CH:15]=[CH:16][CH:17]=1, predict the reaction product. The product is: [NH2:11][C:12]1[CH:17]=[C:16]([C:2]2[C:3]([C:4]#[N:5])=[CH:6][CH:7]=[CH:8][CH:9]=2)[CH:15]=[CH:14][CH:13]=1. (8) Given the reactants C(=O)([O-])[O-].[K+].[K+].[C:7]1([OH:13])[CH:12]=[CH:11][CH:10]=[CH:9][CH:8]=1.F[C:15]1[CH:22]=[CH:21][C:20]([F:23])=[CH:19][C:16]=1[C:17]#[N:18], predict the reaction product. The product is: [F:23][C:20]1[CH:21]=[CH:22][C:15]([O:13][C:7]2[CH:12]=[CH:11][CH:10]=[CH:9][CH:8]=2)=[C:16]([CH:19]=1)[C:17]#[N:18].